From a dataset of Forward reaction prediction with 1.9M reactions from USPTO patents (1976-2016). Predict the product of the given reaction. (1) Given the reactants [CH3:1][N:2]([CH3:7])[CH2:3][CH:4]([OH:6])[CH3:5].[Cl:8][C:9]1[CH:14]=[C:13](Cl)[N:12]=[C:11]([S:16][CH2:17][C:18]2[CH:23]=[CH:22][CH:21]=[C:20]([F:24])[C:19]=2[F:25])[N:10]=1.[H-].[Na+], predict the reaction product. The product is: [Cl:8][C:9]1[N:10]=[C:11]([S:16][CH2:17][C:18]2[CH:23]=[CH:22][CH:21]=[C:20]([F:24])[C:19]=2[F:25])[N:12]=[C:13]([O:6][CH:4]([CH3:5])[CH2:3][N:2]([CH3:7])[CH3:1])[CH:14]=1. (2) Given the reactants C(O)(C(F)(F)F)=O.[CH3:8][N:9]([CH2:11][C:12]1([C:25]2[CH:30]=[CH:29][CH:28]=[C:27]([C:31]3[CH:32]=[N:33][N:34]([CH3:36])[CH:35]=3)[CH:26]=2)[CH2:17][CH2:16][N:15](C(OC(C)(C)C)=O)[CH2:14][CH2:13]1)[CH3:10], predict the reaction product. The product is: [CH3:8][N:9]([CH3:10])[CH2:11][C:12]1([C:25]2[CH:30]=[CH:29][CH:28]=[C:27]([C:31]3[CH:32]=[N:33][N:34]([CH3:36])[CH:35]=3)[CH:26]=2)[CH2:13][CH2:14][NH:15][CH2:16][CH2:17]1.